Dataset: Reaction yield outcomes from USPTO patents with 853,638 reactions. Task: Predict the reaction yield, written as a fraction of the theoretical maximum amount of product (1.0 means a 100% yield; for example, 0.34 means a 34% yield). (1) The reactants are CC([OH:4])C.CC1(C)O[C@H](CN2C=CC(N[C:18](=[O:38])[C@@H:19]([N:24]3[CH2:28][C:27]([O:29][C:30]4[CH:35]=[CH:34][CH:33]=[CH:32][C:31]=4[Cl:36])=[CH:26][C:25]3=[O:37])[CH2:20][CH:21]([CH3:23])[CH3:22])=N2)CO1.Cl.C(OC)(C)(C)C. The catalyst is O. The product is [Cl:36][C:31]1[CH:32]=[CH:33][CH:34]=[CH:35][C:30]=1[O:29][C:27]1[CH2:28][N:24]([C@@H:19]([CH2:20][CH:21]([CH3:22])[CH3:23])[C:18]([OH:38])=[O:4])[C:25](=[O:37])[CH:26]=1. The yield is 0.804. (2) The reactants are [CH3:1][O:2][C:3]1[CH:4]=[C:5]2[C:10](=[CH:11][C:12]=1[O:13][CH3:14])[N:9]=[CH:8][N:7]=[C:6]2[O:15][C:16]1[CH:22]=[CH:21][C:19]([NH2:20])=[CH:18][CH:17]=1.Cl[C:24](Cl)([O:26]C(=O)OC(Cl)(Cl)Cl)Cl.[CH3:35][CH2:36][CH:37]([OH:40])[CH2:38][CH3:39].C(=O)(O)[O-].[Na+]. The catalyst is C(Cl)Cl.C(N(CC)CC)C.C1(C)C=CC=CC=1. The product is [CH3:1][O:2][C:3]1[CH:4]=[C:5]2[C:10](=[CH:11][C:12]=1[O:13][CH3:14])[N:9]=[CH:8][N:7]=[C:6]2[O:15][C:16]1[CH:22]=[CH:21][C:19]([NH:20][C:24](=[O:26])[O:40][CH:37]([CH2:38][CH3:39])[CH2:36][CH3:35])=[CH:18][CH:17]=1. The yield is 0.670.